Dataset: Reaction yield outcomes from USPTO patents with 853,638 reactions. Task: Predict the reaction yield, written as a fraction of the theoretical maximum amount of product (1.0 means a 100% yield; for example, 0.34 means a 34% yield). (1) The reactants are [Br:1][C:2]1[CH:3]=[C:4]([C:11]([NH:13][CH2:14][C:15]2[C:16](=[O:23])[NH:17][C:18]([CH3:22])=[CH:19][C:20]=2[CH3:21])=[O:12])[C:5]2[CH:10]=[N:9][NH:8][C:6]=2[N:7]=1.C([O-])([O-])=O.[K+].[K+].Cl[CH:31]=[C:32]([CH3:34])[CH3:33].O. The catalyst is CN(C=O)C.CO.C(Cl)Cl. The product is [Br:1][C:2]1[CH:3]=[C:4]([C:11]([NH:13][CH2:14][C:15]2[C:16](=[O:23])[NH:17][C:18]([CH3:22])=[CH:19][C:20]=2[CH3:21])=[O:12])[C:5]2[CH:10]=[N:9][N:8]([CH2:33][C:32]([CH3:34])=[CH2:31])[C:6]=2[N:7]=1. The yield is 0.438. (2) The reactants are CCN(C(C)C)C(C)C.[CH3:10][O:11][C:12]1[CH:13]=[CH:14][CH:15]=[C:16]2[C:21]=1[O:20][C:19](=[O:22])[C:18]([C:23]([OH:25])=O)=[CH:17]2.CN(C(ON1N=NC2C=CC=NC1=2)=[N+](C)C)C.F[P-](F)(F)(F)(F)F.[CH3:50][O:51][C:52]1[CH:57]=[CH:56][C:55]([O:58][CH3:59])=[CH:54][C:53]=1[C:60]1[CH:65]=[CH:64][CH:63]=[C:62]([NH2:66])[CH:61]=1. The catalyst is CN(C=O)C. The product is [CH3:50][O:51][C:52]1[CH:57]=[CH:56][C:55]([O:58][CH3:59])=[CH:54][C:53]=1[C:60]1[CH:65]=[CH:64][CH:63]=[C:62]([NH:66][C:23]([C:18]2[C:19](=[O:22])[O:20][C:21]3[C:16]([CH:17]=2)=[CH:15][CH:14]=[CH:13][C:12]=3[O:11][CH3:10])=[O:25])[CH:61]=1. The yield is 0.830.